This data is from NCI-60 drug combinations with 297,098 pairs across 59 cell lines. The task is: Regression. Given two drug SMILES strings and cell line genomic features, predict the synergy score measuring deviation from expected non-interaction effect. (1) Drug 1: C1CC(=O)NC(=O)C1N2CC3=C(C2=O)C=CC=C3N. Drug 2: CN(CC1=CN=C2C(=N1)C(=NC(=N2)N)N)C3=CC=C(C=C3)C(=O)NC(CCC(=O)O)C(=O)O. Cell line: RXF 393. Synergy scores: CSS=12.1, Synergy_ZIP=-4.39, Synergy_Bliss=-5.20, Synergy_Loewe=-4.53, Synergy_HSA=-4.66. (2) Drug 1: CC(CN1CC(=O)NC(=O)C1)N2CC(=O)NC(=O)C2. Drug 2: C(CN)CNCCSP(=O)(O)O. Cell line: MCF7. Synergy scores: CSS=26.2, Synergy_ZIP=1.53, Synergy_Bliss=6.68, Synergy_Loewe=-5.95, Synergy_HSA=3.73. (3) Drug 1: C1=CC(=C2C(=C1NCCNCCO)C(=O)C3=C(C=CC(=C3C2=O)O)O)NCCNCCO. Drug 2: C1CN(CCN1C(=O)CCBr)C(=O)CCBr. Cell line: A549. Synergy scores: CSS=49.8, Synergy_ZIP=-6.36, Synergy_Bliss=-3.49, Synergy_Loewe=-12.2, Synergy_HSA=1.60. (4) Cell line: SN12C. Synergy scores: CSS=34.8, Synergy_ZIP=3.23, Synergy_Bliss=6.58, Synergy_Loewe=-6.25, Synergy_HSA=8.58. Drug 2: CS(=O)(=O)OCCCCOS(=O)(=O)C. Drug 1: COC1=C(C=C2C(=C1)N=CN=C2NC3=CC(=C(C=C3)F)Cl)OCCCN4CCOCC4.